From a dataset of KCNQ2 potassium channel screen with 302,405 compounds. Binary Classification. Given a drug SMILES string, predict its activity (active/inactive) in a high-throughput screening assay against a specified biological target. (1) The result is 0 (inactive). The compound is Clc1cc(c2scc(n2)C(O)=O)ccc1. (2) The drug is O1c2c(C(c3c1cccc3)CC(=O)Nc1c(cccc1)C#N)cccc2. The result is 0 (inactive). (3) The compound is O=C1NNC(=NC1CC(=O)N\N=C\c1cc(OC)c(OC)cc1)Cc1ccccc1. The result is 0 (inactive). (4) The drug is Clc1c(NC(=O)C(CCC)C)cc([N+]([O-])=O)cc1. The result is 0 (inactive). (5) The drug is [O-][N+](=O)c1c(ccc(Nc2ncccc2C(=O)N)c1)C. The result is 0 (inactive). (6) The compound is s1c2n(c(=O)n(c(=O)c2c(c1C(=O)N(C)C)C)c1ccc(OCC)cc1)CC(=O)Nc1c(F)cccc1. The result is 0 (inactive).